Dataset: Reaction yield outcomes from USPTO patents with 853,638 reactions. Task: Predict the reaction yield, written as a fraction of the theoretical maximum amount of product (1.0 means a 100% yield; for example, 0.34 means a 34% yield). (1) The reactants are F.F.F.C(N(CC)CC)C.C(N(CC)CC)C.[Si]([O:35][CH2:36][C@H:37]1[O:41][C@@H:40]([N:42]2[CH:49]=[C:48]([CH3:50])[C:46](=[O:47])[NH:45][C:43]2=[O:44])[C@H:39]([O:51][CH2:52][CH2:53][O:54][N:55]([CH3:57])[CH3:56])[C@@H:38]1[OH:58])(C(C)(C)C)(C1C=CC=CC=1)C1C=CC=CC=1.CO. The yield is 0.925. The catalyst is C1COCC1.C(Cl)Cl. The product is [CH3:56][N:55]([CH3:57])[O:54][CH2:53][CH2:52][O:51][C@@H:39]1[C@H:38]([OH:58])[C@@H:37]([CH2:36][OH:35])[O:41][C@H:40]1[N:42]1[CH:49]=[C:48]([CH3:50])[C:46](=[O:47])[NH:45][C:43]1=[O:44]. (2) The reactants are CI.[OH:3][C:4]1[CH:5]=[C:6]([NH:10][C:11](=[O:16])[C:12]([CH3:15])([CH3:14])[CH3:13])[CH:7]=[CH:8][CH:9]=1.[C:17](=O)([O-])[O-].[K+].[K+]. The catalyst is CC(C)=O. The product is [CH3:17][O:3][C:4]1[CH:5]=[C:6]([NH:10][C:11](=[O:16])[C:12]([CH3:13])([CH3:15])[CH3:14])[CH:7]=[CH:8][CH:9]=1. The yield is 0.910. (3) The reactants are [CH3:1][O:2][C:3]1[CH:4]=[C:5]2[C:10](=[CH:11][C:12]=1[O:13][CH3:14])[C:9]([C:15]([OH:17])=[O:16])=[N:8]NC2=O.[C:19](=O)([O-])[O-].[Cs+].[Cs+].I[CH2:26][CH3:27].O.[CH3:29][N:30]([CH:32]=[O:33])C. No catalyst specified. The product is [CH2:26]([O:17][C:15]([C:9]1[C:10]2[C:5](=[CH:4][C:3]([O:2][CH3:1])=[C:12]([O:13][CH3:14])[CH:11]=2)[C:32](=[O:33])[N:30]([CH2:29][CH3:19])[N:8]=1)=[O:16])[CH3:27]. The yield is 0.490. (4) The reactants are [N:1]1([CH2:6][CH2:7][CH2:8][C:9]2[CH:14]=[CH:13][C:12]([NH:15][C:16]3[N:21]=[CH:20][C:19]([NH2:22])=[CH:18][N:17]=3)=[CH:11][CH:10]=2)[CH2:5][CH2:4][CH2:3][CH2:2]1.[Cl:23][C:24]1[CH:31]=[CH:30][CH:29]=[C:28]([Cl:32])[C:25]=1[CH2:26]Br.C(=O)([O-])[O-].[Cs+].[Cs+].O. The catalyst is CN(C=O)C. The product is [Cl:23][C:24]1[CH:31]=[CH:30][CH:29]=[C:28]([Cl:32])[C:25]=1[CH2:26][NH:22][C:19]1[CH:20]=[N:21][C:16]([NH:15][C:12]2[CH:11]=[CH:10][C:9]([CH2:8][CH2:7][CH2:6][N:1]3[CH2:5][CH2:4][CH2:3][CH2:2]3)=[CH:14][CH:13]=2)=[N:17][CH:18]=1. The yield is 0.250. (5) The reactants are Cl[CH2:2][CH2:3][CH2:4][O:5][C:6]1[CH:11]=[CH:10][C:9]([C:12]2[CH:17]=[CH:16][C:15]([C:18]([N:20]3[CH2:25][CH2:24][O:23][CH2:22][CH2:21]3)=[O:19])=[CH:14][CH:13]=2)=[CH:8][CH:7]=1.Cl.[CH3:27][C@@H:28]1[CH2:32][CH2:31][C@@H:30]([CH3:33])[NH:29]1.C(=O)([O-])[O-].[K+].[K+].[I-].[K+]. The catalyst is CC(=O)CC. The product is [CH3:27][C@@H:28]1[CH2:32][CH2:31][C@@H:30]([CH3:33])[N:29]1[CH2:2][CH2:3][CH2:4][O:5][C:6]1[CH:11]=[CH:10][C:9]([C:12]2[CH:17]=[CH:16][C:15]([C:18]([N:20]3[CH2:25][CH2:24][O:23][CH2:22][CH2:21]3)=[O:19])=[CH:14][CH:13]=2)=[CH:8][CH:7]=1. The yield is 0.700. (6) The reactants are [NH2:1][CH:2]([CH3:10])[CH2:3][CH2:4][CH2:5][C:6]([CH3:9])([OH:8])[CH3:7].[CH2:11]1[CH2:17][S:14](=[O:16])(=[O:15])[O:13][CH2:12]1. The catalyst is C(#N)C. The product is [OH:8][C:6]([CH3:9])([CH3:7])[CH2:5][CH2:4][CH2:3][CH:2]([NH:1][CH2:12][CH2:11][CH2:17][S:14]([OH:16])(=[O:15])=[O:13])[CH3:10]. The yield is 0.700. (7) The reactants are Cl[C:2]1[N:7]=[C:6]([NH:8][C:9]2[CH:10]=[C:11]([CH:17]=[CH:18][C:19]=2[CH3:20])[C:12]([NH:14][O:15][CH3:16])=[O:13])[C:5]([F:21])=[CH:4][C:3]=1[C:22]#[N:23].[CH3:24][NH:25][CH2:26][C:27]([CH3:30])([CH3:29])[CH3:28].C(N(C(C)C)CC)(C)C.[F-].[K+]. The catalyst is CS(C)=O. The product is [C:22]([C:3]1[CH:4]=[C:5]([F:21])[C:6]([NH:8][C:9]2[CH:10]=[C:11]([CH:17]=[CH:18][C:19]=2[CH3:20])[C:12]([NH:14][O:15][CH3:16])=[O:13])=[N:7][C:2]=1[N:25]([CH2:26][C:27]([CH3:30])([CH3:29])[CH3:28])[CH3:24])#[N:23]. The yield is 0.0590. (8) The reactants are CC[O-].[Na+].[C:5]1([SH:11])[CH:10]=[CH:9][CH:8]=[CH:7][CH:6]=1.Br[CH2:13][C:14](=[O:19])[C:15]([CH3:18])([CH3:17])[CH3:16].O. The catalyst is C(O)C. The product is [CH3:16][C:15]([CH3:18])([CH3:17])[C:14](=[O:19])[CH2:13][S:11][C:5]1[CH:10]=[CH:9][CH:8]=[CH:7][CH:6]=1. The yield is 0.750. (9) The reactants are [C:1]1([CH:7]([C:9]2[CH:10]=[N:11][CH:12]=[CH:13][CH:14]=2)O)[CH:6]=[CH:5][CH:4]=[CH:3][CH:2]=1.S(Cl)([Cl:17])=O. No catalyst specified. The product is [Cl:17][CH:7]([C:1]1[CH:6]=[CH:5][CH:4]=[CH:3][CH:2]=1)[C:9]1[CH:10]=[N:11][CH:12]=[CH:13][CH:14]=1. The yield is 0.940.